Predict the product of the given reaction. From a dataset of Forward reaction prediction with 1.9M reactions from USPTO patents (1976-2016). (1) Given the reactants [NH2:1][C:2]1[C:3]([C:7]2[NH:23][C:10]3=[CH:11][C:12]4[C:13]([CH3:22])([CH3:21])[C:14](=[O:20])[N:15]([CH2:18][CH3:19])[C:16]=4[CH:17]=[C:9]3[N:8]=2)=[N:4][NH:5][CH:6]=1.[O:24]1[C:28]([C:29](Cl)=[O:30])=[CH:27][CH:26]=[N:25]1, predict the reaction product. The product is: [CH2:18]([N:15]1[C:16]2[CH:17]=[C:9]3[N:8]=[C:7]([C:3]4[C:2]([NH:1][C:29]([C:28]5[O:24][N:25]=[CH:26][CH:27]=5)=[O:30])=[CH:6][NH:5][N:4]=4)[NH:23][C:10]3=[CH:11][C:12]=2[C:13]([CH3:22])([CH3:21])[C:14]1=[O:20])[CH3:19]. (2) Given the reactants [CH3:1][N:2]([CH3:6])[C:3](Cl)=[O:4].[CH2:7]([NH2:10])[C:8]#[CH:9].CN(C1C=CC=CN=1)C, predict the reaction product. The product is: [CH3:1][N:2]([CH3:6])[C:3]([NH:10][CH2:7][C:8]#[CH:9])=[O:4]. (3) Given the reactants [NH2:1][CH2:2][C@@H:3]1[C@H:8]([CH3:9])[CH2:7][CH2:6][CH2:5][N:4]1[C:10]([C:12]1[CH:17]=[C:16]([CH3:18])[CH:15]=[CH:14][C:13]=1C1C=NN(C)C=1)=[O:11].CC1C=CC([N:35]2[CH:39]=[CH:38][C:37]([CH3:40])=[N:36]2)=C(C=1)C(O)=O, predict the reaction product. The product is: [NH2:1][CH2:2][C@@H:3]1[C@H:8]([CH3:9])[CH2:7][CH2:6][CH2:5][N:4]1[C:10]([C:12]1[CH:17]=[C:16]([CH3:18])[CH:15]=[CH:14][C:13]=1[N:35]1[CH:39]=[CH:38][C:37]([CH3:40])=[N:36]1)=[O:11]. (4) Given the reactants [C:1]([OH:14])(=O)[CH2:2][O:3][CH2:4][CH2:5][O:6][CH2:7][CH2:8][CH2:9][CH2:10][CH2:11][CH3:12].C(Cl)CCl.[NH2:19][C@@H:20]([CH2:29][N:30]1[CH2:35][CH2:34][O:33][CH2:32][CH2:31]1)[C@H:21]([C:23]1[CH:28]=[CH:27][CH:26]=[CH:25][CH:24]=1)[OH:22], predict the reaction product. The product is: [C:1]([NH:19][C@@H:20]([CH2:29][N:30]1[CH2:31][CH2:32][O:33][CH2:34][CH2:35]1)[C@H:21]([C:23]1[CH:24]=[CH:25][CH:26]=[CH:27][CH:28]=1)[OH:22])(=[O:14])[CH2:2][O:3][CH2:4][CH2:5][O:6][CH2:7][CH2:8][CH2:9][CH2:10][CH2:11][CH3:12]. (5) Given the reactants [CH3:1][O:2][C:3]1[CH:10]=[CH:9][CH:8]=[CH:7][C:4]=1[CH:5]=O.[NH2:11][C:12]1[CH:16]=[CH:15][NH:14][N:13]=1.[F:17][C:18]([F:28])([F:27])[C:19](=O)[CH2:20][C:21]([O:23][CH2:24][CH3:25])=[O:22], predict the reaction product. The product is: [CH3:1][O:2][C:3]1[CH:10]=[CH:9][CH:8]=[CH:7][C:4]=1[CH:5]1[C:20]([C:21]([O:23][CH2:24][CH3:25])=[O:22])=[C:19]([C:18]([F:17])([F:27])[F:28])[NH:11][C:12]2=[N:13][NH:14][CH:15]=[C:16]12. (6) Given the reactants Cl[C:2]1[N:7]=[C:6]([NH:8][C:9]2[CH:14]=[CH:13][C:12]([C:15]([C:18]([O:20][CH2:21][CH3:22])=[O:19])([CH3:17])[CH3:16])=[CH:11][CH:10]=2)[C:5]([F:23])=[CH:4][N:3]=1.[CH2:24]1[CH2:34][O:33][C:32]2[CH:31]=[CH:30][C:28]([NH2:29])=[CH:27][C:26]=2[O:25]1, predict the reaction product. The product is: [CH2:21]([O:20][C:18]([C:15]([CH3:17])([CH3:16])[C:12]1[CH:13]=[CH:14][C:9]([NH:8][C:6]2[C:5]([F:23])=[CH:4][N:3]=[C:2]([NH:29][C:28]3[CH:30]=[CH:31][C:32]4[O:33][CH2:34][CH2:24][O:25][C:26]=4[CH:27]=3)[N:7]=2)=[CH:10][CH:11]=1)=[O:19])[CH3:22].